The task is: Predict which catalyst facilitates the given reaction.. This data is from Catalyst prediction with 721,799 reactions and 888 catalyst types from USPTO. (1) Reactant: [OH:1][C:2]1[CH:9]=[CH:8][C:7]([N+:10]([O-:12])=[O:11])=[CH:6][C:3]=1[CH:4]=O.[NH2:13][CH2:14][CH2:15][NH:16][C:17](=[O:23])[O:18][C:19]([CH3:22])([CH3:21])[CH3:20].[BH4-].[Na+]. Product: [OH:1][C:2]1[CH:9]=[CH:8][C:7]([N+:10]([O-:12])=[O:11])=[CH:6][C:3]=1[CH2:4][NH:13][CH2:14][CH2:15][NH:16][C:17](=[O:23])[O:18][C:19]([CH3:21])([CH3:20])[CH3:22]. The catalyst class is: 100. (2) Reactant: C([O:3][C:4](=O)[CH2:5][N:6]1[CH2:11][CH2:10][N:9]([S:12](=[O:33])(=[O:32])[NH:13][C:14]2[CH:19]=[C:18]([O:20][CH3:21])[N:17]=[C:16]([S:22][CH2:23][C:24]3[CH:29]=[CH:28][CH:27]=[C:26]([F:30])[C:25]=3[F:31])[N:15]=2)[CH2:8][CH2:7]1)C.[BH4-].[Li+]. Product: [F:31][C:25]1[C:26]([F:30])=[CH:27][CH:28]=[CH:29][C:24]=1[CH2:23][S:22][C:16]1[N:15]=[C:14]([NH:13][S:12]([N:9]2[CH2:10][CH2:11][N:6]([CH2:5][CH2:4][OH:3])[CH2:7][CH2:8]2)(=[O:33])=[O:32])[CH:19]=[C:18]([O:20][CH3:21])[N:17]=1. The catalyst class is: 1. (3) Reactant: [OH:1][NH:2]C(=O)C.CC([O-])(C)C.[K+].[Cl:12][C:13]1[CH:14]=[C:15]([C:24]2[CH:33]=[CH:32][CH:31]=[C:30]3[C:25]=2[CH:26]=[C:27](F)[C:28]([C:34]#[N:35])=[CH:29]3)[CH:16]=[N:17][C:18]=1[O:19][CH2:20][CH:21]([CH3:23])[CH3:22]. Product: [Cl:12][C:13]1[CH:14]=[C:15]([C:24]2[C:25]3[C:30]([CH:31]=[CH:32][CH:33]=2)=[CH:29][C:28]2[C:34]([NH2:35])=[N:2][O:1][C:27]=2[CH:26]=3)[CH:16]=[N:17][C:18]=1[O:19][CH2:20][CH:21]([CH3:23])[CH3:22]. The catalyst class is: 3. (4) Reactant: [Cl:1][C:2]1[CH:3]=[C:4]([CH:7]=[CH:8][C:9]=1[N:10]1[C:18]2[C:13](=[CH:14][CH:15]=[CH:16][CH:17]=2)[CH:12]=[CH:11]1)[C:5]#[N:6].[C:19](O[C:19](=[O:23])[CH:20]([CH3:22])[CH3:21])(=[O:23])[CH:20]([CH3:22])[CH3:21].[O-]S(C(F)(F)F)(=O)=O.[Yb+3].[O-]S(C(F)(F)F)(=O)=O.[O-]S(C(F)(F)F)(=O)=O. Product: [Cl:1][C:2]1[CH:3]=[C:4]([CH:7]=[CH:8][C:9]=1[N:10]1[C:18]2[C:13](=[CH:14][CH:15]=[CH:16][CH:17]=2)[C:12]([C:19](=[O:23])[CH:20]([CH3:22])[CH3:21])=[CH:11]1)[C:5]#[N:6]. The catalyst class is: 463. (5) The catalyst class is: 14. Product: [NH:29]1[CH:28]=[C:27]([C:23]2[CH:22]=[C:21]3[C:26](=[CH:25][CH:24]=2)[N:18]([CH2:17][CH:14]2[CH2:13][CH2:12][N:11]([C:9]([NH:8][CH2:1][C:2]4[CH:3]=[CH:4][CH:5]=[CH:6][CH:7]=4)=[O:10])[CH2:16][CH2:15]2)[CH2:19][CH2:20]3)[CH:31]=[N:30]1. Reactant: [CH2:1]([NH:8][C:9]([N:11]1[CH2:16][CH2:15][CH:14]([CH2:17][N:18]2[C:26]3[C:21](=[CH:22][C:23]([C:27]4[CH:28]=[N:29][N:30](C5CCCCO5)[CH:31]=4)=[CH:24][CH:25]=3)[CH:20]=[CH:19]2)[CH2:13][CH2:12]1)=[O:10])[C:2]1[CH:7]=[CH:6][CH:5]=[CH:4][CH:3]=1.[BH3-]C#N.[Na+].Cl.